From a dataset of Retrosynthesis with 50K atom-mapped reactions and 10 reaction types from USPTO. Predict the reactants needed to synthesize the given product. (1) Given the product C[C@@H](OCc1cccc(F)c1)C(F)(F)F, predict the reactants needed to synthesize it. The reactants are: C[C@@H](O)C(F)(F)F.Fc1cccc(CBr)c1. (2) Given the product COc1nc(C)cc(C)c1-c1cc2[nH]c(=O)c3cnn(C4CCOCC4)c3c2cc1F, predict the reactants needed to synthesize it. The reactants are: COc1nc(C)cc(C)c1-c1cc(F)c(-c2c(C(N)=O)cnn2C2CCOCC2)cc1F. (3) The reactants are: CCOC(=O)CCCCOc1cc(C)c(NC(C)COC)c(CC)c1. Given the product CCc1cc(OCCCCC(=O)O)cc(C)c1NC(C)COC, predict the reactants needed to synthesize it. (4) Given the product CN(CCC#Cc1ccccn1)C(=O)c1ccccc1Cl, predict the reactants needed to synthesize it. The reactants are: CNCCC#Cc1ccccn1.O=C(Cl)c1ccccc1Cl. (5) Given the product CCOP(=O)(OCC)C(F)(F)c1ccc(C=CC(=O)OC)cc1, predict the reactants needed to synthesize it. The reactants are: CCOP(=O)(OCC)C(F)(F)Br.COC(=O)C=Cc1ccc(I)cc1.